From a dataset of Full USPTO retrosynthesis dataset with 1.9M reactions from patents (1976-2016). Predict the reactants needed to synthesize the given product. (1) Given the product [C:1]([O:5][C:6](=[O:21])[NH:7][C:8]1[CH:13]=[C:12]([O:14][CH2:15][C:16]([F:19])([F:18])[F:17])[CH:11]=[CH:10][C:9]=1[NH:20][C:27](=[O:26])[CH2:28][C:29](=[O:42])[C:30]1[CH:35]=[CH:34][CH:33]=[C:32]([C:36]2[CH:37]=[CH:38][N:39]=[CH:40][CH:41]=2)[CH:31]=1)([CH3:4])([CH3:2])[CH3:3], predict the reactants needed to synthesize it. The reactants are: [C:1]([O:5][C:6](=[O:21])[NH:7][C:8]1[CH:13]=[C:12]([O:14][CH2:15][C:16]([F:19])([F:18])[F:17])[CH:11]=[CH:10][C:9]=1[NH2:20])([CH3:4])([CH3:3])[CH3:2].C([O:26][C:27](=O)[CH2:28][C:29](=[O:42])[C:30]1[CH:35]=[CH:34][CH:33]=[C:32]([C:36]2[CH:41]=[CH:40][N:39]=[CH:38][CH:37]=2)[CH:31]=1)(C)(C)C. (2) Given the product [F:1][C:2]1[CH:3]=[CH:4][CH:5]=[C:6]2[C:11]=1[CH:10]=[C:9]([OH:12])[CH:8]=[CH:7]2, predict the reactants needed to synthesize it. The reactants are: [F:1][C:2]1[C:11]2[C:6](=[CH:7][CH:8]=[C:9]([O:12]C)[CH:10]=2)[CH:5]=[CH:4][CH:3]=1.B(Br)(Br)Br. (3) The reactants are: [Cl:1][C:2]1[C:3]2[CH:10]=[CH:9][N:8]([C@@H:11]3[O:16][C@H:15]([CH2:17]O)[C@@H:13]([OH:14])[C@@H:12]3[F:19])[C:4]=2[N:5]=[CH:6][N:7]=1.[I:20]I.C1C=CC(P(C2C=CC=CC=2)C2C=CC=CC=2)=CC=1. Given the product [Cl:1][C:2]1[C:3]2[CH:10]=[CH:9][N:8]([C@@H:11]3[O:16][C@H:15]([CH2:17][I:20])[C@@H:13]([OH:14])[C@@H:12]3[F:19])[C:4]=2[N:5]=[CH:6][N:7]=1, predict the reactants needed to synthesize it.